This data is from Forward reaction prediction with 1.9M reactions from USPTO patents (1976-2016). The task is: Predict the product of the given reaction. (1) Given the reactants [CH3:1][C:2]1[CH:7]=[CH:6][C:5]([S:8]([NH:11][C:12]2[CH:13]=[CH:14][CH:15]=[C:16]3[C:20]=2[NH:19][C:18]([C:21]([O:23]CC)=[O:22])=[CH:17]3)(=[O:10])=[O:9])=[CH:4][CH:3]=1.CO.[OH-].[K+].C(O)(=O)CC(CC(O)=O)(C(O)=O)O, predict the reaction product. The product is: [CH3:1][C:2]1[CH:7]=[CH:6][C:5]([S:8]([NH:11][C:12]2[CH:13]=[CH:14][CH:15]=[C:16]3[C:20]=2[NH:19][C:18]([C:21]([OH:23])=[O:22])=[CH:17]3)(=[O:9])=[O:10])=[CH:4][CH:3]=1. (2) Given the reactants [NH2:1][C:2]1[N:3]=[C:4]([CH3:31])[C:5]2=[C:6]([CH2:8][C@H:9]([C:23]3[CH:28]=[CH:27][C:26]([F:29])=[CH:25][C:24]=3Br)[NH:10]/[C:11]/2=[N:12]\[O:13][C@H:14]([CH2:20][CH2:21][OH:22])[C:15]([N:17]([CH3:19])[CH3:18])=[O:16])[N:7]=1.[CH3:32][O:33][C:34]1[N:39]=[C:38](B2OCCN(C3C=CC=CC=3)CCO2)[CH:37]=[CH:36][CH:35]=1.C([O-])([O-])=O.[Na+].[Na+], predict the reaction product. The product is: [NH2:1][C:2]1[N:3]=[C:4]([CH3:31])[C:5]2=[C:6]([CH2:8][C@H:9]([C:23]3[CH:28]=[CH:27][C:26]([F:29])=[CH:25][C:24]=3[C:38]3[CH:37]=[CH:36][CH:35]=[C:34]([O:33][CH3:32])[N:39]=3)[NH:10]/[C:11]/2=[N:12]\[O:13][C@H:14]([CH2:20][CH2:21][OH:22])[C:15]([N:17]([CH3:19])[CH3:18])=[O:16])[N:7]=1. (3) The product is: [CH3:36][N:8]([C:7]1[C:2]([CH3:1])=[N:3][CH:4]=[CH:5][CH:6]=1)[C:9]([C:11]1[CH:12]=[CH:13][C:14]2[C@:20]3([CH2:28][C:29]4[CH:30]=[CH:31][CH:32]=[CH:33][CH:34]=4)[CH2:21][CH2:22][C@@:23]([CH2:26][CH3:27])([OH:25])[CH2:24][C@@H:19]3[CH2:18][CH2:17][CH2:16][C:15]=2[CH:35]=1)=[O:10]. Given the reactants [CH3:1][C:2]1[C:7]([NH:8][C:9]([C:11]2[CH:12]=[CH:13][C:14]3[C@:20]4([CH2:28][C:29]5[CH:34]=[CH:33][CH:32]=[CH:31][CH:30]=5)[CH2:21][CH2:22][C@@:23]([CH2:26][CH3:27])([OH:25])[CH2:24][C@@H:19]4[CH2:18][CH2:17][CH2:16][C:15]=3[CH:35]=2)=[O:10])=[CH:6][CH:5]=[CH:4][N:3]=1.[CH3:36]OC(C1C=CC2[C@]3(CC4C=CC=CC=4)CC[C@@](CC)(O)C[C@@H]3CCCC=2C=1)=O.CC1C(N)=CC=CN=1.[H-].[Na+].IC.[NH4+].[Cl-], predict the reaction product.